From a dataset of Peptide-MHC class I binding affinity with 185,985 pairs from IEDB/IMGT. Regression. Given a peptide amino acid sequence and an MHC pseudo amino acid sequence, predict their binding affinity value. This is MHC class I binding data. (1) The peptide sequence is ISPKSVAGRF. The MHC is Mamu-A01 with pseudo-sequence Mamu-A01. The binding affinity (normalized) is 0.805. (2) The peptide sequence is IRLRPNGKKK. The MHC is HLA-B27:05 with pseudo-sequence HLA-B27:05. The binding affinity (normalized) is 0.510. (3) The peptide sequence is NVSIPWTHK. The MHC is HLA-A68:01 with pseudo-sequence HLA-A68:01. The binding affinity (normalized) is 0.142. (4) The peptide sequence is FLHPKHWGT. The MHC is HLA-A31:01 with pseudo-sequence HLA-A31:01. The binding affinity (normalized) is 0.0847.